Dataset: Forward reaction prediction with 1.9M reactions from USPTO patents (1976-2016). Task: Predict the product of the given reaction. (1) Given the reactants Br[C:2]1[CH:3]=[N:4][C:5]([NH:8][CH2:9][CH:10](N2CCOCC2)[CH3:11])=[N:6][CH:7]=1.C1(P(C2C=CC=CC=2)C2C=CC=CC=2)C=CC=CC=1.[C:37]([C:39]1[CH:40]=[C:41]([NH2:45])[CH:42]=[N:43][CH:44]=1)#[CH:38].[NH:46]1[CH2:51][CH2:50]C[CH2:48][CH2:47]1.C(O)(=O)CC(CC(O)=O)(C(O)=O)[OH:55], predict the reaction product. The product is: [NH2:45][C:41]1[CH:40]=[C:39]([C:37]#[C:38][C:2]2[CH:7]=[N:6][C:5]([NH:8][CH2:9][CH2:10][CH2:11][N:46]3[CH2:51][CH2:50][O:55][CH2:48][CH2:47]3)=[N:4][CH:3]=2)[CH:44]=[N:43][CH:42]=1. (2) Given the reactants [NH2:1][CH2:2][C:3]1[CH:4]=[C:5]([CH:28]=[CH:29][CH:30]=1)[C:6]([NH:8][CH2:9][C:10]1[CH:15]=[CH:14][C:13]([C:16]2[C:17]([C:23]([O:25][CH3:26])=[O:24])=[C:18]([F:22])[CH:19]=[CH:20][CH:21]=2)=[CH:12][C:11]=1[F:27])=[O:7].[F:31][C:32]([F:43])([F:42])[C:33](O[C:33](=[O:34])[C:32]([F:43])([F:42])[F:31])=[O:34].C(N(CC)CC)C, predict the reaction product. The product is: [F:22][C:18]1[CH:19]=[CH:20][CH:21]=[C:16]([C:13]2[CH:14]=[CH:15][C:10]([CH2:9][NH:8][C:6](=[O:7])[C:5]3[CH:28]=[CH:29][CH:30]=[C:3]([CH2:2][NH:1][C:33](=[O:34])[C:32]([F:43])([F:42])[F:31])[CH:4]=3)=[C:11]([F:27])[CH:12]=2)[C:17]=1[C:23]([O:25][CH3:26])=[O:24]. (3) Given the reactants CN(C)C=O.[Br:6][C:7]1[CH:12]=[CH:11][C:10]([CH2:13][OH:14])=[CH:9][CH:8]=1.N1C=CN=C1.[Si:20](Cl)([C:23]([CH3:26])([CH3:25])[CH3:24])([CH3:22])[CH3:21], predict the reaction product. The product is: [Br:6][C:7]1[CH:12]=[CH:11][C:10]([CH2:13][O:14][Si:20]([C:23]([CH3:26])([CH3:25])[CH3:24])([CH3:22])[CH3:21])=[CH:9][CH:8]=1. (4) Given the reactants [N:1]1([C:7]([O:9][C:10]([CH3:13])([CH3:12])[CH3:11])=[O:8])[CH2:6][CH2:5][NH:4][CH2:3][CH2:2]1.[Cl:14][C:15]1[N:16]=[N:17][C:18](Cl)=[CH:19][CH:20]=1.CCN(C(C)C)C(C)C, predict the reaction product. The product is: [Cl:14][C:15]1[N:16]=[N:17][C:18]([N:4]2[CH2:5][CH2:6][N:1]([C:7]([O:9][C:10]([CH3:13])([CH3:12])[CH3:11])=[O:8])[CH2:2][CH2:3]2)=[CH:19][CH:20]=1.